This data is from Forward reaction prediction with 1.9M reactions from USPTO patents (1976-2016). The task is: Predict the product of the given reaction. (1) Given the reactants [CH2:1]([Li])[CH2:2][CH2:3][CH3:4].[NH:6]1[C:14]2[C:9](=[CH:10][CH:11]=[CH:12][CH:13]=2)[CH2:8][C:7]1=[O:15].CN(CCN(C)C)C.ICCCCI.[Cl-].[NH4+], predict the reaction product. The product is: [NH:6]1[C:14]2[C:9](=[CH:10][CH:11]=[CH:12][CH:13]=2)[C:8]2([CH2:4][CH2:3][CH2:2][CH2:1]2)[C:7]1=[O:15]. (2) Given the reactants [CH3:1][N:2]1[C:6]([C:7]([NH:9][C:10]2[CH:11]=[C:12]([C:16]#[C:17][C:18]3[CH:19]=[C:20]([C:24]([N:26]=[S@:27]([CH2:35][CH2:36][CH2:37][CH2:38][C:39]([O:41]C)=[O:40])([C:29]4[CH:34]=[CH:33][CH:32]=[CH:31][CH:30]=4)=[O:28])=[O:25])[CH:21]=[N:22][CH:23]=3)[CH:13]=[CH:14][CH:15]=2)=[O:8])=[CH:5][C:4]([CH3:43])=[N:3]1.[OH-].[Na+].Cl, predict the reaction product. The product is: [CH3:1][N:2]1[C:6]([C:7]([NH:9][C:10]2[CH:11]=[C:12]([C:16]#[C:17][C:18]3[CH:19]=[C:20]([C:24]([N:26]=[S@:27]([CH2:35][CH2:36][CH2:37][CH2:38][C:39]([OH:41])=[O:40])([C:29]4[CH:34]=[CH:33][CH:32]=[CH:31][CH:30]=4)=[O:28])=[O:25])[CH:21]=[N:22][CH:23]=3)[CH:13]=[CH:14][CH:15]=2)=[O:8])=[CH:5][C:4]([CH3:43])=[N:3]1. (3) Given the reactants [F:1][C:2]([F:18])([F:17])[C:3]1[O:7][N:6]=[C:5]([C:8]2[S:12][C:11]([C:13]([OH:15])=O)=[CH:10][CH:9]=2)[C:4]=1[CH3:16].[CH:19]1([NH2:25])[CH2:24][CH2:23][CH2:22][CH2:21][CH2:20]1.C1COCC1.N1CCCCC1, predict the reaction product. The product is: [CH:19]1([NH:25][C:13]([C:11]2[S:12][C:8]([C:5]3[C:4]([CH3:16])=[C:3]([C:2]([F:1])([F:18])[F:17])[O:7][N:6]=3)=[CH:9][CH:10]=2)=[O:15])[CH2:24][CH2:23][CH2:22][CH2:21][CH2:20]1. (4) Given the reactants [Cl:1][C:2]1[CH:7]=[CH:6][C:5]([S:8]([C:11]2([C:17]3[CH:22]=[C:21]([F:23])[CH:20]=[CH:19][C:18]=3[F:24])[CH2:16][CH2:15][S:14][CH2:13][CH2:12]2)(=[O:10])=[O:9])=[CH:4][CH:3]=1.ClC1C=CC=C(C(OO)=[O:33])C=1.CCCCCC, predict the reaction product. The product is: [Cl:1][C:2]1[CH:7]=[CH:6][C:5]([S:8]([C:11]2([C:17]3[CH:22]=[C:21]([F:23])[CH:20]=[CH:19][C:18]=3[F:24])[CH2:16][CH2:15][S:14](=[O:33])[CH2:13][CH2:12]2)(=[O:9])=[O:10])=[CH:4][CH:3]=1. (5) The product is: [C:1]([O:5][C:6]([N:8]([C:20]([O:22][C:23]([CH3:26])([CH3:25])[CH3:24])=[O:21])[C:9]1[C:10]([C:16]([O:18][CH3:19])=[O:17])=[N:11][C:12]([O:32][CH3:30])=[CH:13][N:14]=1)=[O:7])([CH3:4])([CH3:3])[CH3:2]. Given the reactants [C:1]([O:5][C:6]([N:8]([C:20]([O:22][C:23]([CH3:26])([CH3:25])[CH3:24])=[O:21])[C:9]1[C:10]([C:16]([O:18][CH3:19])=[O:17])=[N:11][C:12](Br)=[CH:13][N:14]=1)=[O:7])([CH3:4])([CH3:3])[CH3:2].C[O-].[Na+].[C:30](OCC)(=[O:32])C, predict the reaction product. (6) Given the reactants Br[C:2]1[CH:3]=[CH:4][CH:5]=[C:6]2[C:11]=1[C:10]([C:12]([O:14][CH3:15])=[O:13])=[C:9]([CH3:16])[CH:8]=[CH:7]2.[CH3:17][O-:18].[Na+].N1C=CC=CC=1.Cl, predict the reaction product. The product is: [CH3:17][O:18][C:2]1[CH:3]=[CH:4][CH:5]=[C:6]2[C:11]=1[C:10]([C:12]([O:14][CH3:15])=[O:13])=[C:9]([CH3:16])[CH:8]=[CH:7]2.